Dataset: CYP2D6 inhibition data for predicting drug metabolism from PubChem BioAssay. Task: Regression/Classification. Given a drug SMILES string, predict its absorption, distribution, metabolism, or excretion properties. Task type varies by dataset: regression for continuous measurements (e.g., permeability, clearance, half-life) or binary classification for categorical outcomes (e.g., BBB penetration, CYP inhibition). Dataset: cyp2d6_veith. (1) The molecule is CC(=O)Nc1cc(C(F)(F)F)ccc1Oc1cccc(Br)c1. The result is 1 (inhibitor). (2) The drug is Cc1ccc(Nc2c([N+](=O)[O-])cc([N+](=O)[O-])c3cccnc23)c(C)c1. The result is 0 (non-inhibitor). (3) The drug is N#Cc1c(Cl)nc(SCc2ccccc2)nc1-c1ccccc1. The result is 0 (non-inhibitor). (4) The drug is CCCCOC(=O)c1ccc(NC(=S)NC(=O)c2c(Cl)cnn2C)cc1. The result is 0 (non-inhibitor). (5) The compound is O=S(=O)(O)CCCc1cccc2ccccc12. The result is 0 (non-inhibitor).